This data is from Full USPTO retrosynthesis dataset with 1.9M reactions from patents (1976-2016). The task is: Predict the reactants needed to synthesize the given product. (1) The reactants are: Br[C:2]1[CH:3]=[N:4][C:5]2[N:6]([N:8]=[C:9]([NH2:17])[C:10]=2[C:11]2[CH:16]=[CH:15][CH:14]=[CH:13][N:12]=2)[CH:7]=1.Cl.CN(C)CCC([C:25]1[CH:30]=[CH:29][CH:28]=[CH:27][CH:26]=1)=O.O. Given the product [C:25]1([C:3]2[CH2:2][CH2:7][N:6]3[N:8]=[C:9]([NH2:17])[C:10]([C:11]4[CH:16]=[CH:15][CH:14]=[CH:13][N:12]=4)=[C:5]3[N:4]=2)[CH:30]=[CH:29][CH:28]=[CH:27][CH:26]=1, predict the reactants needed to synthesize it. (2) Given the product [C:23]([O:28][C@@H:29]([C:31]1[N:32]=[C:33]([N:8]2[CH2:9][CH2:10][C:11]3[N:3]([CH3:2])[N:4]([C:13]4[CH:22]=[N:21][C:20]5[C:15](=[CH:16][CH:17]=[CH:18][CH:19]=5)[N:14]=4)[C:5](=[O:12])[C:6]=3[CH2:7]2)[CH:34]=[CH:35][N:36]=1)[CH3:30])(=[O:27])[CH2:24][CH2:25][CH3:26], predict the reactants needed to synthesize it. The reactants are: Cl.[CH3:2][N:3]1[C:11]2[CH2:10][CH2:9][NH:8][CH2:7][C:6]=2[C:5](=[O:12])[N:4]1[C:13]1[CH:22]=[N:21][C:20]2[C:15](=[CH:16][CH:17]=[CH:18][CH:19]=2)[N:14]=1.[C:23]([O:28][C@@H:29]([C:31]1[N:36]=[C:35](Cl)[CH:34]=[CH:33][N:32]=1)[CH3:30])(=[O:27])[CH2:24][CH2:25][CH3:26].C(N(CC)CC)C. (3) Given the product [C:20]1([C:33]2[CH:34]=[CH:35][CH:36]=[CH:37][CH:38]=2)[CH:25]=[CH:24][C:23]([CH2:26][O:27][C@@H:28]([CH3:32])[C:29]([N:9]2[C@@H:8]([C:13]3[CH:14]=[CH:15][CH:16]=[CH:17][CH:18]=3)[C:7]([CH3:19])([CH3:6])[O:11][C:10]2=[O:12])=[O:30])=[CH:22][CH:21]=1, predict the reactants needed to synthesize it. The reactants are: C([Li])CCC.[CH3:6][C:7]1([CH3:19])[O:11][C:10](=[O:12])[NH:9][C@H:8]1[C:13]1[CH:18]=[CH:17][CH:16]=[CH:15][CH:14]=1.[C:20]1([C:33]2[CH:38]=[CH:37][CH:36]=[CH:35][CH:34]=2)[CH:25]=[CH:24][C:23]([CH2:26][O:27][C@@H:28]([CH3:32])[C:29](Cl)=[O:30])=[CH:22][CH:21]=1.P([O-])([O-])([O-])=O. (4) Given the product [CH3:29][NH:31][C:26]([C:23]1[CH:24]=[C:25]2[C:20]([CH:19]=[CH:18][N:17]2[CH:14]2[CH2:13][CH2:12][N:11]([C:9]([O:8][CH2:1][C:2]3[CH:3]=[CH:4][CH:5]=[CH:6][CH:7]=3)=[O:10])[CH2:16][CH2:15]2)=[CH:21][CH:22]=1)=[O:28], predict the reactants needed to synthesize it. The reactants are: [CH2:1]([O:8][C:9]([N:11]1[CH2:16][CH2:15][CH:14]([N:17]2[C:25]3[C:20](=[CH:21][CH:22]=[C:23]([C:26]([OH:28])=O)[CH:24]=3)[CH:19]=[CH:18]2)[CH2:13][CH2:12]1)=[O:10])[C:2]1[CH:7]=[CH:6][CH:5]=[CH:4][CH:3]=1.[C:29](N1C=CN=C1)([N:31]1C=CN=C1)=O.CN. (5) Given the product [CH3:29][O:28][C:25]1[CH:26]=[CH:27][C:22]([C:21]([NH:2][C:3]2[CH:4]=[C:5]([CH:10]=[CH:11][C:12]=2[NH2:13])[C:6]([O:8][CH3:9])=[O:7])=[O:30])=[CH:23][CH:24]=1, predict the reactants needed to synthesize it. The reactants are: Cl.[NH2:2][C:3]1[CH:4]=[C:5]([CH:10]=[CH:11][C:12]=1[NH2:13])[C:6]([O:8][CH3:9])=[O:7].O.N1C=CC=CC=1.[C:21](Cl)(=[O:30])[C:22]1[CH:27]=[CH:26][C:25]([O:28][CH3:29])=[CH:24][CH:23]=1. (6) Given the product [Cl:14][C:15]1[CH:16]=[CH:17][C:18]([C:19]2[CH:20]=[CH:21][C:22]([CH2:32][CH3:33])=[C:23]([CH:25]3[C:29](=[O:30])[CH:28]=[CH:27][C:26]3=[O:31])[CH:24]=2)=[CH:34][CH:35]=1, predict the reactants needed to synthesize it. The reactants are: CC(C)=O.OS(O)(=O)=O.O=[Cr](=O)=O.[Cl:14][C:15]1[CH:35]=[CH:34][C:18]([C:19]2[CH:20]=[CH:21][C:22]([CH2:32][CH3:33])=[C:23]([CH:25]3[C:29](=[O:30])[CH:28]=[CH:27][CH:26]3[OH:31])[CH:24]=2)=[CH:17][CH:16]=1. (7) Given the product [F:23][C:19]1[CH:18]=[C:17]([CH:22]=[CH:21][CH:20]=1)[CH2:16][N:14]1[CH:15]=[C:11]([C:10]2[C:4]3[C:5](=[N:6][CH:7]=[C:2]([C:40]4[CH:39]=[CH:38][C:37]([N:51]5[CH2:56][CH2:55][N:54]([C:57]([O:59][C:60]([CH3:61])([CH3:62])[CH3:63])=[O:58])[CH2:53][CH2:52]5)=[C:36]([O:35][CH3:34])[CH:41]=4)[CH:3]=3)[N:8]([S:24]([C:27]3[CH:28]=[CH:29][C:30]([CH3:31])=[CH:32][CH:33]=3)(=[O:26])=[O:25])[CH:9]=2)[CH:12]=[N:13]1, predict the reactants needed to synthesize it. The reactants are: Br[C:2]1[CH:3]=[C:4]2[C:10]([C:11]3[CH:12]=[N:13][N:14]([CH2:16][C:17]4[CH:22]=[CH:21][CH:20]=[C:19]([F:23])[CH:18]=4)[CH:15]=3)=[CH:9][N:8]([S:24]([C:27]3[CH:33]=[CH:32][C:30]([CH3:31])=[CH:29][CH:28]=3)(=[O:26])=[O:25])[C:5]2=[N:6][CH:7]=1.[CH3:34][O:35][C:36]1[CH:41]=[C:40](B2OC(C)(C)C(C)(C)O2)[CH:39]=[CH:38][C:37]=1[N:51]1[CH2:56][CH2:55][N:54]([C:57]([O:59][C:60]([CH3:63])([CH3:62])[CH3:61])=[O:58])[CH2:53][CH2:52]1.C(=O)([O-])[O-].[Na+].[Na+]. (8) Given the product [OH:8][C:9]1[CH:16]=[CH:15][C:12]([CH:13]=[O:14])=[C:11]([O:17][CH:18]([CH3:20])[CH3:19])[CH:10]=1, predict the reactants needed to synthesize it. The reactants are: C([O:8][C:9]1[CH:16]=[CH:15][C:12]([CH:13]=[O:14])=[C:11]([O:17][CH:18]([CH3:20])[CH3:19])[CH:10]=1)C1C=CC=CC=1.CC1CC=CCC=1.